The task is: Predict the product of the given reaction.. This data is from Forward reaction prediction with 1.9M reactions from USPTO patents (1976-2016). (1) Given the reactants [CH2:1]([S:6]([NH2:9])(=[O:8])=[O:7])[CH2:2][CH2:3][CH2:4][CH3:5].ClC(Cl)(O[C:14](=[O:20])[O:15][C:16](Cl)(Cl)Cl)Cl.[Cl:22][C:23]1[CH:40]=[C:39]([Cl:41])[CH:38]=[CH:37][C:24]=1[CH2:25][N:26]1[C:30](CO)=[CH:29][C:28]([O:33][CH:34]([CH3:36])[CH3:35])=[N:27]1.C(N(CC)C(C)C)(C)C, predict the reaction product. The product is: [CH2:1]([S:6]([NH:9][C:14](=[O:20])[O:15][CH2:16][C:30]1[N:26]([CH2:25][C:24]2[CH:37]=[CH:38][C:39]([Cl:41])=[CH:40][C:23]=2[Cl:22])[N:27]=[C:28]([O:33][CH:34]([CH3:36])[CH3:35])[CH:29]=1)(=[O:8])=[O:7])[CH2:2][CH2:3][CH2:4][CH3:5]. (2) Given the reactants [H-].[H-].[H-].[H-].[Li+].[Al+3].[Si:7]([O:24][CH2:25][C@@H:26]1[CH2:28][C@H:27]1[C:29](OCC)=[O:30])([C:20]([CH3:23])([CH3:22])[CH3:21])([C:14]1[CH:19]=[CH:18][CH:17]=[CH:16][CH:15]=1)[C:8]1[CH:13]=[CH:12][CH:11]=[CH:10][CH:9]=1.O.[OH-].[Na+], predict the reaction product. The product is: [Si:7]([O:24][CH2:25][C@@H:26]1[CH2:28][C@H:27]1[CH2:29][OH:30])([C:20]([CH3:23])([CH3:22])[CH3:21])([C:14]1[CH:15]=[CH:16][CH:17]=[CH:18][CH:19]=1)[C:8]1[CH:9]=[CH:10][CH:11]=[CH:12][CH:13]=1. (3) Given the reactants [O:1]=[C:2]1[NH:21][CH2:20][CH2:19][C:4]2([CH2:8][C@H:7]([C:9]([O:11]CC3C=CC=CC=3)=[O:10])[CH2:6][CH2:5]2)[O:3]1, predict the reaction product. The product is: [O:1]=[C:2]1[NH:21][CH2:20][CH2:19][C:4]2([CH2:8][C@H:7]([C:9]([OH:11])=[O:10])[CH2:6][CH2:5]2)[O:3]1. (4) Given the reactants Cl[CH2:2][C:3]([NH:5][C:6]1[CH:11]=[CH:10][C:9]([Cl:12])=[CH:8][CH:7]=1)=[O:4].[CH3:13][O:14][C:15]1[CH:22]=[C:21]([O:23][CH3:24])[CH:20]=[CH:19][C:16]=1[CH2:17][NH2:18], predict the reaction product. The product is: [Cl:12][C:9]1[CH:10]=[CH:11][C:6]([NH:5][C:3](=[O:4])[CH2:2][NH:18][CH2:17][C:16]2[CH:19]=[CH:20][C:21]([O:23][CH3:24])=[CH:22][C:15]=2[O:14][CH3:13])=[CH:7][CH:8]=1. (5) Given the reactants [OH:1][CH:2]([C:7]1[CH:8]=[C:9]2[C:32](=[CH:33][CH:34]=1)[C:13]1=[N:14][O:15][C:16]([C:17]3[C:21]([C:22]([F:25])([F:24])[F:23])=[C:20]([C:26]4[CH:31]=[CH:30][CH:29]=[CH:28][CH:27]=4)[O:19][N:18]=3)=[C:12]1[CH2:11][CH2:10]2)[C:3]([O:5][CH3:6])=[O:4].ClN1C(=O)N(Cl)C(=O)N(Cl)C1=O.CC1(C)N([O])C(C)(C)CCC1, predict the reaction product. The product is: [O:1]=[C:2]([C:7]1[CH:8]=[C:9]2[C:32](=[CH:33][CH:34]=1)[C:13]1=[N:14][O:15][C:16]([C:17]3[C:21]([C:22]([F:23])([F:25])[F:24])=[C:20]([C:26]4[CH:27]=[CH:28][CH:29]=[CH:30][CH:31]=4)[O:19][N:18]=3)=[C:12]1[CH2:11][CH2:10]2)[C:3]([O:5][CH3:6])=[O:4]. (6) Given the reactants C(OC(=O)[NH:7][C:8](=[NH:43])[C:9]1[S:10][C:11]([S:41][CH3:42])=[C:12]([S:14]([C:17]2[CH:18]=[C:19]([C:23]3[C:28]([CH3:29])=[CH:27][CH:26]=[CH:25][C:24]=3[NH:30][C:31]([NH:33][CH2:34][CH2:35][C:36]3[N:37]=[N:38][NH:39][N:40]=3)=[O:32])[CH:20]=[CH:21][CH:22]=2)(=[O:16])=[O:15])[CH:13]=1)(C)(C)C.[C:45]([OH:51])([C:47]([F:50])([F:49])[F:48])=[O:46].C(Cl)Cl, predict the reaction product. The product is: [F:48][C:47]([F:50])([F:49])[C:45]([OH:51])=[O:46].[CH3:42][S:41][C:11]1[S:10][C:9]([C:8]([NH2:43])=[NH:7])=[CH:13][C:12]=1[S:14]([C:17]1[CH:18]=[C:19]([C:23]2[C:28]([CH3:29])=[CH:27][CH:26]=[CH:25][C:24]=2[NH:30][C:31]([NH:33][CH2:34][CH2:35][C:36]2[N:40]=[N:39][NH:38][N:37]=2)=[O:32])[CH:20]=[CH:21][CH:22]=1)(=[O:16])=[O:15]. (7) Given the reactants [F:1][C:2]1[CH:7]=[C:6]([CH:8]2[CH2:12][CH2:11][CH2:10][NH:9]2)[CH:5]=[CH:4][C:3]=1[C:13]1[O:14][C:15]2[C:21]([C:22]([OH:24])=[O:23])=[CH:20][CH:19]=[CH:18][C:16]=2[N:17]=1.S(Cl)(Cl)=O.[CH3:29]O, predict the reaction product. The product is: [F:1][C:2]1[CH:7]=[C:6]([CH:8]2[CH2:12][CH2:11][CH2:10][NH:9]2)[CH:5]=[CH:4][C:3]=1[C:13]1[O:14][C:15]2[C:21]([C:22]([O:24][CH3:29])=[O:23])=[CH:20][CH:19]=[CH:18][C:16]=2[N:17]=1. (8) Given the reactants C[Si](C=[N+]=[N-])(C)C.[I:8][C:9]1[CH:10]=[C:11]([CH3:20])[C:12]([O:18]C)=[C:13]([CH:17]=1)[C:14]([O-:16])=[O:15].[CH3:21]C1C=CC=C(C(O)=O)C=1O.C(=O)([O-])[O-].[K+].[K+].[I-].[Na+].Cl[O-].[Na+].[OH-].[Na+], predict the reaction product. The product is: [OH:18][C:12]1[C:11]([CH3:20])=[CH:10][C:9]([I:8])=[CH:17][C:13]=1[C:14]([O:16][CH3:21])=[O:15]. (9) Given the reactants [F:1][C:2]([F:25])([F:24])[C:3]1([C:6]2[CH:11]=[CH:10][C:9]([C:12]3[N:16]=[C:15]([C:17]4[CH:18]=[CH:19][C:20](=[O:23])[NH:21][CH:22]=4)[O:14][N:13]=3)=[CH:8][CH:7]=2)[CH2:5][CH2:4]1.CS(O[CH2:31][C:32]1[CH:37]=[CH:36][N:35]=[C:34]([Cl:38])[CH:33]=1)(=O)=O, predict the reaction product. The product is: [Cl:38][C:34]1[CH:33]=[C:32]([CH2:31][N:21]2[CH:22]=[C:17]([C:15]3[O:14][N:13]=[C:12]([C:9]4[CH:8]=[CH:7][C:6]([C:3]5([C:2]([F:1])([F:24])[F:25])[CH2:4][CH2:5]5)=[CH:11][CH:10]=4)[N:16]=3)[CH:18]=[CH:19][C:20]2=[O:23])[CH:37]=[CH:36][N:35]=1.